Dataset: Full USPTO retrosynthesis dataset with 1.9M reactions from patents (1976-2016). Task: Predict the reactants needed to synthesize the given product. (1) The reactants are: C(=O)([O-])[O-].[Na+].[Na+].[CH:7]([O:10][C:11]1[CH:16]=[CH:15][C:14]([CH3:17])=[CH:13][C:12]=1B(O)O)([CH3:9])[CH3:8].Br[C:22]1[CH:23]=[CH:24][C:25]([N:28]2[CH2:32][CH2:31][C@@H:30]([CH2:33][NH:34][C:35](=[O:56])[C:36]3[CH:41]=[CH:40][C:39]([C:42]4[O:43][C:44]5[C:50]([CH:51]([CH3:53])[CH3:52])=[CH:49][C:48]([C:54]#[N:55])=[CH:47][C:45]=5[N:46]=4)=[CH:38][CH:37]=3)[CH2:29]2)=[N:26][CH:27]=1.O. Given the product [C:54]([C:48]1[CH:49]=[C:50]([CH:51]([CH3:53])[CH3:52])[C:44]2[O:43][C:42]([C:39]3[CH:40]=[CH:41][C:36]([C:35]([NH:34][CH2:33][C@@H:30]4[CH2:31][CH2:32][N:28]([C:25]5[CH:24]=[CH:23][C:22]([C:12]6[CH:13]=[C:14]([CH3:17])[CH:15]=[CH:16][C:11]=6[O:10][CH:7]([CH3:9])[CH3:8])=[CH:27][N:26]=5)[CH2:29]4)=[O:56])=[CH:37][CH:38]=3)=[N:46][C:45]=2[CH:47]=1)#[N:55], predict the reactants needed to synthesize it. (2) Given the product [C:25](=[O:37])([O:33][CH:34]([N:20]1[C:19]2[CH:21]=[CH:22][CH:23]=[CH:24][C:18]=2[N:17]=[C:16]1[S:15][CH2:14][C:3]1[C:2]([CH3:1])=[C:7]([O:8][CH2:9][C:10]([F:12])([F:11])[F:13])[CH:6]=[CH:5][N:4]=1)[CH3:35])[O:26][CH:27]1[CH2:32][O:31][CH2:30][O:29][CH2:28]1, predict the reactants needed to synthesize it. The reactants are: [CH3:1][C:2]1[C:3]([CH2:14][S:15][C:16]2[NH:20][C:19]3[CH:21]=[CH:22][CH:23]=[CH:24][C:18]=3[N:17]=2)=[N:4][CH:5]=[CH:6][C:7]=1[O:8][CH2:9][C:10]([F:13])([F:12])[F:11].[C:25](=[O:37])([O:33][CH:34](I)[CH3:35])[O:26][CH:27]1[CH2:32][O:31][CH2:30][O:29][CH2:28]1.C(=O)([O-])O.[Na+].[Cl-].[Cs+]. (3) Given the product [NH2:8][C:9]1[CH:14]=[C:13]([O:15][C:16]2[CH:25]=[C:24]3[C:19]([CH2:20][CH2:21][CH:22]([C:26]([OH:28])=[O:27])[CH2:23]3)=[CH:18][CH:17]=2)[CH:12]=[CH:11][N:10]=1, predict the reactants needed to synthesize it. The reactants are: COC1C=CC(C[NH:8][C:9]2[CH:14]=[C:13]([O:15][C:16]3[CH:25]=[C:24]4[C:19]([CH2:20][CH2:21][CH:22]([C:26]([OH:28])=[O:27])[CH2:23]4)=[CH:18][CH:17]=3)[CH:12]=[CH:11][N:10]=2)=CC=1.C1(OC)C=CC=CC=1.C(OC(C(F)(F)F)=O)(C(F)(F)F)=O. (4) Given the product [C:40]([C:44]1[CH:45]=[CH:46][C:47]([C:48]([NH:38][C@H:20]([C:21]2[N:22]([CH2:34][CH2:35][CH2:36][CH3:37])[CH:23]=[C:24]([C:26]3[CH:31]=[CH:30][C:29]([Cl:32])=[CH:28][C:27]=3[Cl:33])[N:25]=2)[CH2:19][C:16]2[CH:17]=[CH:18][C:13]([O:12][CH2:11][C:8]3[CH:7]=[CH:6][C:5]([C:4]([OH:3])=[O:39])=[CH:10][CH:9]=3)=[CH:14][CH:15]=2)=[O:49])=[CH:51][CH:52]=1)([CH3:43])([CH3:41])[CH3:42], predict the reactants needed to synthesize it. The reactants are: Cl.C[O:3][C:4](=[O:39])[C:5]1[CH:10]=[CH:9][C:8]([CH2:11][O:12][C:13]2[CH:18]=[CH:17][C:16]([CH2:19][C@H:20]([NH2:38])[C:21]3[N:22]([CH2:34][CH2:35][CH2:36][CH3:37])[CH:23]=[C:24]([C:26]4[CH:31]=[CH:30][C:29]([Cl:32])=[CH:28][C:27]=4[Cl:33])[N:25]=3)=[CH:15][CH:14]=2)=[CH:7][CH:6]=1.[C:40]([C:44]1[CH:52]=[CH:51][C:47]([C:48](O)=[O:49])=[CH:46][CH:45]=1)([CH3:43])([CH3:42])[CH3:41]. (5) Given the product [NH2:16][C:13]1[CH:14]=[CH:15][C:8]2[CH2:7][CH2:6][N:5]([C:3](=[O:4])[C:2]([F:20])([F:1])[F:19])[CH2:11][CH2:10][C:9]=2[CH:12]=1, predict the reactants needed to synthesize it. The reactants are: [F:1][C:2]([F:20])([F:19])[C:3]([N:5]1[CH2:11][CH2:10][C:9]2[CH:12]=[C:13]([N+:16]([O-])=O)[CH:14]=[CH:15][C:8]=2[CH2:7][CH2:6]1)=[O:4].C([O-])=O.[NH4+].CCOC(C)=O. (6) The reactants are: [NH2:1][C:2]1[C:17]2[C:16](=[O:18])[C:15]([C:19]([O:21]CC)=[O:20])=[CH:14][N:7]3[CH2:8][C:9]4([CH2:13][CH2:12][CH2:11]4)[O:10][C:5]([C:6]=23)=[C:4]([F:24])[C:3]=1[F:25].[OH-].[Na+]. Given the product [NH2:1][C:2]1[C:17]2[C:16](=[O:18])[C:15]([C:19]([OH:21])=[O:20])=[CH:14][N:7]3[CH2:8][C:9]4([CH2:13][CH2:12][CH2:11]4)[O:10][C:5]([C:6]=23)=[C:4]([F:24])[C:3]=1[F:25], predict the reactants needed to synthesize it. (7) The reactants are: Br[C:2]1[CH:3]=[N:4][CH:5]=[C:6](C2[CH:14]=[CH:13][C:12]([Cl:15])=[C:11]([Cl:16])C=2)[C:7]=1[NH2:8].[NH2:17][CH:18]([CH2:21][CH2:22][CH2:23][CH3:24])[CH2:19][CH3:20].[CH3:25][CH2:26][C@@H]([C@H](NC([C@@H](NC(CNC([C@@H](NC([C@@H](NC([C@@H](NC([C@@H](NC([C@@H](NC([C@@H](NC([C@@H](N)CCC(O)=O)=O)C)=O)CC(C)C)=O)CCC(O)=O)=O)CC(C)C)=O)C)=O)CCCN=C(N)N)=O)=O)C)=O)C(N[C@H](C(N[C@H](C(N[C@H](C(N)=O)C)=O)CCC(N)=O)=O)CC1C=CC=CC=1)=O)C.CC([O-])(C)C.[Na+]. Given the product [Cl:16][C:11]1[CH:24]=[C:23]([CH:22]([CH2:25][CH3:26])[CH2:21][CH:18]([NH2:17])[CH2:19][CH3:20])[CH:14]=[CH:13][C:12]=1[Cl:15].[NH2:8][C:7]1[CH:6]=[CH:5][N:4]=[CH:3][CH:2]=1, predict the reactants needed to synthesize it.